This data is from Experimentally validated miRNA-target interactions with 360,000+ pairs, plus equal number of negative samples. The task is: Binary Classification. Given a miRNA mature sequence and a target amino acid sequence, predict their likelihood of interaction. (1) The miRNA is hsa-miR-16-5p with sequence UAGCAGCACGUAAAUAUUGGCG. The protein sequence of the target gene is MSECGGRGGGSSSSEDAEDEGGGGGGPAGSDCLSSSPTLATASSAGRLRRGLRGAFLMARQRPELLCGAVALGCALLLALKFTCSRAKDVIIPAKPPVSFFSLRSPVLDLFQGQLDYAEYVRRDSEVVLLFFYAPWCGQSIAARAEIEQAASRLSDQVLFVAINCWWNQGKCRKQKHFFYFPVIYLYHRSFGPIEYKGPMSAVYIEKFVRRVMKPLLYIPSQSELLDFLSNYEPGVLGYFEFSGSPQPPGYLTFFTSALHSLKKALESTSSPRALVSFTGEWHLETKIYVLDYLGTVRFG.... Result: 0 (no interaction). (2) The protein sequence of the target gene is MTKSNGEEPRMGGRMERLQQGVRKRTLLAKKKVQSLTKEDVKSYLFRNAFVLLTVTAVIVGTILGFALRPYKMSYREVKYFSFPGELLMRMLQMLVLPLIISSLVTGMAALDSKASGKMGMRAVVYYMTTTIIAVVIGIIIVIIIHPGKGTKENMYREGKIVQVTAADAFLDLIRNMFPPNLVEACFKQFKTSYEKRSFKVPIQSNETLLGAVINNVSEAMETLTRIREEMVPVPGSVNGVNALGLVVFSMCFGFVIGNMKEQGQALREFFDSLNEAIMRLVAVIMWYAPLGILFLIAGK.... Result: 0 (no interaction). The miRNA is hsa-miR-4523 with sequence GACCGAGAGGGCCUCGGCUGU. (3) The miRNA is hsa-miR-6086 with sequence GGAGGUUGGGAAGGGCAGAG. The protein sequence of the target gene is MSLQKTPPTRVFVELVPWADRSRENNLASGRETLPGLRHPLSSTQAQTATREVQVSGTSEVSAGPDRAQVVVRVSSTKEAAAEAKKSVCRRLDYITQSLQQQGVQAENITVTKDFRRVENAYHMEAEVCITFTEFGKMQNICNFLVEKLDSSVVISPPQFYHTPGSVENLRRQACLVAVENAWRKAQEVCNLVGQTLGKPLLIKEEETKEWEGQIDDHQSSRLSSSLTVQQKIKSATIHAASKVFITFEVKGKEKRKKHL. Result: 1 (interaction). (4) The miRNA is hsa-miR-6802-3p with sequence UUCACCCCUCUCACCUAAGCAG. The protein sequence of the target gene is MGCGTSKVLPEPPKDVQLDLVKKVEPFSGTKNDVYKHFITEVDSVGPLKAGFPATSQYAPPCPGVPNTGHTAPPSEPPRRARVAKYRAKFDPRVTAKYDIKALIGRGSFSRVVRVEHRATRQPYAIKMIETKYREGREVCESELRVLRRVRHANIIQLVEVFETQERVYMVMELATGGELFDRIIAKGSFTERDATRVLQMVLDGVRYLHALGITHRDLKPENLLYYHPGTDSKIIITDFGLASARKKGDDCLMKTTCGTPEYIAPEVLVRKPYTNSVDMWALGVIAYILLSGTMPFEDD.... Result: 0 (no interaction). (5) The miRNA is hsa-miR-23a-3p with sequence AUCACAUUGCCAGGGAUUUCC. The protein sequence of the target gene is MAGDGRRAEAVREGWGVYVTPRAPIREGRGRLAPQNGGSSDAPAYRTPPSRQGRREVRFSDEPPEVYGDFEPLVAKERSPVGKRTRLEEFRSDSAKEEVRESAYYLRSRQRRQPRPQETEEMKTRRTTRLQQQHSEQPPLQPSPVMTRRGLRDSHSSEEDEASSQTDLSQTISKKTVRSIQEAPVSEDLVIRLRRPPLRYPRYEATSVQQKVNFSEEGETEEDDQDSSHSSVTTVKARSRDSDESGDKTTRSSSQYIESFWQSSQSQNFTAHDKQPSVLSSGYQKTPQEWAPQTARIRTR.... Result: 1 (interaction). (6) The miRNA is hsa-miR-2115-3p with sequence CAUCAGAAUUCAUGGAGGCUAG. The protein sequence of the target gene is MDDKAFTKELDQWVEQLNECKQLNENQVRTLCEKAKEILTKESNVQEVRCPVTVCGDVHGQFHDLMELFRIGGKSPDTNYLFMGDYVDRGYYSVETVTLLVALKVRYPERITILRGNHESRQITQVYGFYDECLRKYGNANVWKYFTDLFDYLPLTALVDGQIFCLHGGLSPSIDTLDHIRALDRLQEVPHEGPMCDLLWSDPDDRGGWGISPRGAGYTFGQDISETFNHANGLTLVSRAHQLVMEGYNWCHDRNVVTIFSAPNYCYRCGNQAAIMELDDTLKYSFLQFDPAPRRGEPHV.... Result: 0 (no interaction). (7) The miRNA is hsa-miR-6799-3p with sequence UGCCCUGCAUGGUGUCCCCACAG. The protein sequence of the target gene is MLLCTTSAHKLETVYDHKFLKMSIKESCAKEEKSQKKQTISSPTFNEDKKKGEISAGSTSSEHGVQPVSTKKRKLKADDTDNVYYNANRKNSKRLNVEVFIPKKRLKFSSSTQAVSYLNNNQMTSHSCSSNGTKDTKVKDCKLTNIGSKLNYEIKNHSRIKITKDMKSKPVDQTKEKNWPSLLIQKKMKELKKEKNNKDSSEELEKCKKNHLPQNYNFSNMIKESFESGRKKISFKIPKKSSTTLQKLVEEKIFTIDSSKSKSKQEEKQHLQSHQMSLNLARHKTENSFSDSTHKQSVCE.... Result: 0 (no interaction).